This data is from Peptide-MHC class II binding affinity with 134,281 pairs from IEDB. The task is: Regression. Given a peptide amino acid sequence and an MHC pseudo amino acid sequence, predict their binding affinity value. This is MHC class II binding data. (1) The peptide sequence is GQKYFKGNFQRLAIT. The MHC is HLA-DPA10103-DPB10301 with pseudo-sequence HLA-DPA10103-DPB10301. The binding affinity (normalized) is 0.477. (2) The peptide sequence is RGDSRLTYQWHKEGS. The MHC is HLA-DQA10303-DQB10402 with pseudo-sequence HLA-DQA10303-DQB10402. The binding affinity (normalized) is 0. (3) The peptide sequence is GYITTNVLREILKEL. The MHC is DRB1_1201 with pseudo-sequence DRB1_1201. The binding affinity (normalized) is 0.432. (4) The peptide sequence is EAIIRILQQLLFIHF. The MHC is DRB1_1302 with pseudo-sequence DRB1_1302. The binding affinity (normalized) is 0.185.